Predict the reaction yield, written as a fraction of the theoretical maximum amount of product (1.0 means a 100% yield; for example, 0.34 means a 34% yield). From a dataset of Reaction yield outcomes from USPTO patents with 853,638 reactions. (1) The reactants are OC1C=CC(C(C2C=CC=CC=2)=O)=CC=1.BrCCCCl.C(=O)([O-])[O-].[K+].[K+].Cl[CH2:28][CH2:29][CH2:30][O:31][C:32]1[CH:45]=[CH:44][C:35]([C:36]([C:38]2[CH:43]=[CH:42][CH:41]=[CH:40][CH:39]=2)=[O:37])=[CH:34][CH:33]=1.C(C1C=CC(OCCCOC2C=CC(C(=O)C3C=CC=CC=3)=CC=2)=CC=1)(=O)C1C=CC=CC=1.[NH:79]([CH2:83][CH2:84][OH:85])[CH2:80][CH2:81][OH:82].[I-].[Na+]. The catalyst is CC(C)CC(=O)C. The product is [OH:82][CH2:81][CH2:80][N:79]([CH2:83][CH2:84][OH:85])[CH2:28][CH2:29][CH2:30][O:31][C:32]1[CH:45]=[CH:44][C:35]([C:36]([C:38]2[CH:43]=[CH:42][CH:41]=[CH:40][CH:39]=2)=[O:37])=[CH:34][CH:33]=1. The yield is 0.890. (2) The reactants are [C:1](OC(=O)C)(=[O:3])[CH3:2].[CH3:8][O:9][C:10]1[CH:11]=[C:12]([CH:14]=[C:15]([O:17][CH3:18])[CH:16]=1)[NH2:13]. The catalyst is C1(C)C=CC=CC=1.CCCCCC. The product is [CH3:18][O:17][C:15]1[CH:14]=[C:12]([NH:13][C:1](=[O:3])[CH3:2])[CH:11]=[C:10]([O:9][CH3:8])[CH:16]=1. The yield is 0.980.